This data is from Forward reaction prediction with 1.9M reactions from USPTO patents (1976-2016). The task is: Predict the product of the given reaction. (1) Given the reactants [NH:1]([C:8]1[S:9][C:10]([C:13]([OH:15])=O)=[CH:11][N:12]=1)[C:2]1[CH:7]=[CH:6][CH:5]=[CH:4][CH:3]=1.Cl.CN(C)CCCN=C=NCC.ON1C2N=CC=CC=2N=N1.[CH2:38]([NH2:45])[C:39]1[CH:44]=[CH:43][CH:42]=[CH:41][CH:40]=1, predict the reaction product. The product is: [NH:1]([C:8]1[S:9][C:10]([C:13]([NH:45][CH2:38][C:39]2[CH:44]=[CH:43][CH:42]=[CH:41][CH:40]=2)=[O:15])=[CH:11][N:12]=1)[C:2]1[CH:3]=[CH:4][CH:5]=[CH:6][CH:7]=1. (2) Given the reactants [F:1][C:2]([F:30])([F:29])[C:3]1[CH:4]=[C:5]([CH:22]=[C:23]([C:25]([F:28])([F:27])[F:26])[CH:24]=1)[CH2:6][NH:7][C:8]([C:10]1[C:11]([C:16]2[CH:21]=[CH:20][CH:19]=[CH:18][CH:17]=2)=[CH:12][CH:13]=[CH:14][CH:15]=1)=[O:9].[CH3:31]N(C)C=O.CI.O, predict the reaction product. The product is: [F:1][C:2]([F:29])([F:30])[C:3]1[CH:4]=[C:5]([CH:22]=[C:23]([C:25]([F:28])([F:27])[F:26])[CH:24]=1)[CH2:6][N:7]([CH3:31])[C:8]([C:10]1[C:11]([C:16]2[CH:21]=[CH:20][CH:19]=[CH:18][CH:17]=2)=[CH:12][CH:13]=[CH:14][CH:15]=1)=[O:9]. (3) Given the reactants CO[C:3]1[CH:8]=[C:7]([NH2:9])[C:6](N)=[CH:5][C:4]=1OC.[CH:13]1[C:18]2[C:19]([O:21][C:22](=[O:23])[C:17]=2[CH:16]=[C:15]2[C:24]([O:26]C(=O)[C:14]=12)=O)=[O:20].[CH:29]1[C:34]([C:35]2[CH:40]=[CH:39][C:38]3[C:41]([O:43][C:44](=[O:45])[C:37]=3[CH:36]=2)=[O:42])=[CH:33][C:32]2[C:46](OC(=O)[C:31]=2C=1)=O.CC([N:54](C)C)=O, predict the reaction product. The product is: [CH3:46][C:32]1([CH3:31])[C:40]2[CH:39]=[C:38]([NH2:54])[CH:37]=[CH:36][C:35]=2[C:34]([C:4]2[CH:5]=[CH:6][C:7]([NH2:9])=[CH:8][CH:3]=2)([CH3:29])[CH2:33]1.[CH:40]1[C:35]([C:24]([C:15]2[CH:14]=[CH:13][C:18]3[C:19]([O:21][C:22](=[O:23])[C:17]=3[CH:16]=2)=[O:20])=[O:26])=[CH:36][C:37]2[C:44]([O:43][C:41](=[O:42])[C:38]=2[CH:39]=1)=[O:45].